This data is from Catalyst prediction with 721,799 reactions and 888 catalyst types from USPTO. The task is: Predict which catalyst facilitates the given reaction. (1) Reactant: [NH2:1][C:2]1[CH:3]=[C:4]([C:9]2[CH:14]=[C:13](F)[N:12]=[C:11]([NH:16][CH2:17][CH2:18][OH:19])[CH:10]=2)[C:5]([CH3:8])=[N:6][CH:7]=1.C(=O)([O-])[O-].[K+].[K+].[NH:26]1[CH2:31][CH2:30][O:29][CH2:28][CH2:27]1. Product: [NH2:1][C:2]1[CH:3]=[C:4]([C:9]2[CH:14]=[C:13]([N:26]3[CH2:31][CH2:30][O:29][CH2:28][CH2:27]3)[N:12]=[C:11]([NH:16][CH2:17][CH2:18][OH:19])[CH:10]=2)[C:5]([CH3:8])=[N:6][CH:7]=1. The catalyst class is: 16. (2) Reactant: [OH:1][C:2]1[CH:11]=[C:10]2[C:5]([C:6]([O:12][C:13]3[CH:26]=[CH:25][C:16]4[C:17]([C:21]([NH:23][CH3:24])=[O:22])=[C:18]([CH3:20])[O:19][C:15]=4[CH:14]=3)=[CH:7][CH:8]=[N:9]2)=[CH:4][CH:3]=1.Br[CH2:28][CH:29]1[CH2:31]O1.[C:32]([O-:35])([O-:34])=[O:33].[K+].[K+]. The catalyst class is: 3. Product: [CH3:24][NH:23][C:21]([C:17]1[C:16]2[CH:25]=[CH:26][C:13]([O:12][C:6]3[C:5]4[C:10](=[CH:11][C:2]([O:1][CH2:28][CH:29]5[CH2:31][O:34][C:32](=[O:35])[O:33]5)=[CH:3][CH:4]=4)[N:9]=[CH:8][CH:7]=3)=[CH:14][C:15]=2[O:19][C:18]=1[CH3:20])=[O:22]. (3) Reactant: [CH2:1]([N:3]1[C:7]([C:8]2[CH:9]=[C:10]([C:13]([O:15]C)=[O:14])[S:11][CH:12]=2)=[C:6]([CH3:17])[CH:5]=[N:4]1)[CH3:2].[OH-].[K+]. Product: [CH2:1]([N:3]1[C:7]([C:8]2[CH:9]=[C:10]([C:13]([OH:15])=[O:14])[S:11][CH:12]=2)=[C:6]([CH3:17])[CH:5]=[N:4]1)[CH3:2]. The catalyst class is: 20. (4) Reactant: Cl.Cl[C:3]1[N:12]=[CH:11][C:10]2[N:9]([CH3:13])[C:8](=[O:14])[C@@H:7]([CH2:15][CH3:16])[N:6]([C@@H:17]3[CH2:21][CH2:20][C:19]([F:23])([F:22])[CH2:18]3)[C:5]=2[N:4]=1.[NH2:24][C:25]1[CH:35]=[CH:34][C:28]([C:29]([NH:31][CH2:32][CH3:33])=[O:30])=[CH:27][C:26]=1[O:36][CH3:37]. Product: [F:22][C:19]1([F:23])[CH2:20][CH2:21][C@@H:17]([N:6]2[C:5]3[N:4]=[C:3]([NH:24][C:25]4[CH:35]=[CH:34][C:28]([C:29]([NH:31][CH2:32][CH3:33])=[O:30])=[CH:27][C:26]=4[O:36][CH3:37])[N:12]=[CH:11][C:10]=3[N:9]([CH3:13])[C:8](=[O:14])[C@H:7]2[CH2:15][CH3:16])[CH2:18]1. The catalyst class is: 40.